Dataset: NCI-60 drug combinations with 297,098 pairs across 59 cell lines. Task: Regression. Given two drug SMILES strings and cell line genomic features, predict the synergy score measuring deviation from expected non-interaction effect. Drug 1: CS(=O)(=O)CCNCC1=CC=C(O1)C2=CC3=C(C=C2)N=CN=C3NC4=CC(=C(C=C4)OCC5=CC(=CC=C5)F)Cl. Drug 2: CC12CCC3C(C1CCC2OP(=O)(O)O)CCC4=C3C=CC(=C4)OC(=O)N(CCCl)CCCl.[Na+]. Cell line: A549. Synergy scores: CSS=4.32, Synergy_ZIP=-5.79, Synergy_Bliss=-5.97, Synergy_Loewe=-9.00, Synergy_HSA=-7.35.